Dataset: HIV replication inhibition screening data with 41,000+ compounds from the AIDS Antiviral Screen. Task: Binary Classification. Given a drug SMILES string, predict its activity (active/inactive) in a high-throughput screening assay against a specified biological target. (1) The result is 0 (inactive). The compound is O=C1c2cc3c(cc2CC12Cc1ccc4c(c1C2=O)CCCC4)CCCC3. (2) The drug is c1ccc2c3c([nH]c2c1)C1C2CCCCN2C(c2ccncc2)N1CC3. The result is 0 (inactive). (3) The drug is Cc1ncc([N+](=O)[O-])n1CC[N+](C)(O)CCCCn1ccnc1[N+](=O)[O-].[Cl-]. The result is 0 (inactive). (4) The molecule is CN(C)CCC(CCN(C)C)=NO.Cl. The result is 0 (inactive). (5) The compound is Cc1[nH]c2ccccc2c1C(=O)CC1(O)C(=O)Nc2ccccc21. The result is 0 (inactive).